Predict the reactants needed to synthesize the given product. From a dataset of Full USPTO retrosynthesis dataset with 1.9M reactions from patents (1976-2016). (1) Given the product [CH3:7][N:8]1[C:12]([O:13][C:23]2[C:16]([F:15])=[CH:17][C:18]([C:19]#[N:20])=[CH:21][C:22]=2[F:25])=[CH:11][C:10]([CH3:14])=[N:9]1, predict the reactants needed to synthesize it. The reactants are: C(=O)([O-])[O-].[K+].[K+].[CH3:7][N:8]1[C:12](=[O:13])[CH2:11][C:10]([CH3:14])=[N:9]1.[F:15][C:16]1[CH:17]=[C:18]([CH:21]=[C:22]([F:25])[C:23]=1F)[C:19]#[N:20]. (2) Given the product [NH2:1][CH2:2][C@@H:3]1[C@H:8]([CH3:9])[CH2:7][CH2:6][CH2:5][N:4]1[C:29]([C:28]1[CH:32]=[CH:33][CH:34]=[C:26]([F:25])[C:27]=1[O:35][CH3:36])=[O:31], predict the reactants needed to synthesize it. The reactants are: [NH2:1][CH2:2][C@@H:3]1[C@H:8]([CH3:9])[CH2:7][CH2:6][CH2:5][N:4]1C(C1C=C(C)C=CC=1C1C=NN(C)C=1)=O.[F:25][C:26]1[C:27]([O:35][CH3:36])=[C:28]([CH:32]=[CH:33][CH:34]=1)[C:29]([OH:31])=O. (3) Given the product [F:39][C:35]1[CH:34]=[C:33]2[C:38]([C:29]([N:13]3[C:11]4[C:10](=[CH:9][CH:8]=[C:7]([N:4]5[CH2:3][CH2:2][O:1][CH2:6][CH2:5]5)[CH:12]=4)[C:15]4([CH2:20][CH2:19][O:18][CH2:17][CH2:16]4)[CH2:14]3)=[C:30]([CH3:48])[C:31]([C:40]3[N:41]=[C:42]([OH:46])[CH:43]=[CH:44][CH:45]=3)=[N:32]2)=[CH:37][CH:36]=1, predict the reactants needed to synthesize it. The reactants are: [O:1]1[CH2:6][CH2:5][N:4]([C:7]2[CH:12]=[C:11]3[NH:13][CH2:14][C:15]4([CH2:20][CH2:19][O:18][CH2:17][CH2:16]4)[C:10]3=[CH:9][CH:8]=2)[CH2:3][CH2:2]1.Cl.O1CCOCC1.Cl[C:29]1[C:38]2[C:33](=[CH:34][C:35]([F:39])=[CH:36][CH:37]=2)[N:32]=[C:31]([C:40]2[CH:45]=[CH:44][CH:43]=[C:42]([O:46]C)[N:41]=2)[C:30]=1[CH3:48]. (4) Given the product [Cl:1][C:2]1[CH:3]=[CH:4][C:5]([S:8]([NH:11][CH2:12][CH2:13][C:14]2[CH:19]=[CH:18][CH:17]=[C:16]([CH2:20][CH:21]3[CH2:25][C:24](=[O:26])[CH:23]=[C:22]3[OH:31])[CH:15]=2)(=[O:9])=[O:10])=[CH:6][CH:7]=1, predict the reactants needed to synthesize it. The reactants are: [Cl:1][C:2]1[CH:7]=[CH:6][C:5]([S:8]([NH:11][CH2:12][CH2:13][C:14]2[CH:19]=[CH:18][CH:17]=[C:16]([CH2:20][CH:21]3[CH2:25][C:24]([O:26]CC(C)C)=[CH:23][C:22]3=[O:31])[CH:15]=2)(=[O:10])=[O:9])=[CH:4][CH:3]=1. (5) Given the product [Si:15]([O:14][CH2:13][C:11]1[CH:12]=[C:7]([CH2:33][C:34]([CH3:37])([CH3:36])[CH3:35])[C:8]([C:22]2[CH:27]=[C:26]([O:28][CH3:29])[CH:25]=[CH:24][C:23]=2[F:30])=[N:9][CH:10]=1)([C:18]([CH3:21])([CH3:20])[CH3:19])([CH3:16])[CH3:17], predict the reactants needed to synthesize it. The reactants are: FC(F)(F)S(O[C:7]1[C:8]([C:22]2[CH:27]=[C:26]([O:28][CH3:29])[CH:25]=[CH:24][C:23]=2[F:30])=[N:9][CH:10]=[C:11]([CH2:13][O:14][Si:15]([C:18]([CH3:21])([CH3:20])[CH3:19])([CH3:17])[CH3:16])[CH:12]=1)(=O)=O.[CH2:33]([Mg]Cl)[C:34]([CH3:37])([CH3:36])[CH3:35].Cl. (6) Given the product [Cl:12][C:13]1[CH:14]=[CH:15][C:16]([O:23][C:3]2[CH:4]=[CH:5][C:6]([N+:8]([O-:10])=[O:9])=[CH:7][C:2]=2[Cl:1])=[C:17]2[C:21]=1[NH:20][C:19](=[O:22])[CH2:18]2, predict the reactants needed to synthesize it. The reactants are: [Cl:1][C:2]1[CH:7]=[C:6]([N+:8]([O-:10])=[O:9])[CH:5]=[CH:4][C:3]=1F.[Cl:12][C:13]1[CH:14]=[CH:15][C:16]([OH:23])=[C:17]2[C:21]=1[NH:20][C:19](=[O:22])[CH2:18]2.C(=O)([O-])[O-].[K+].[K+].O. (7) Given the product [OH:8][CH:1]([CH2:2][CH2:3][CH2:4][CH2:5][CH:6]=[CH2:7])[C:9]#[N:10], predict the reactants needed to synthesize it. The reactants are: [CH:1](=[O:8])[CH2:2][CH2:3][CH2:4][CH2:5][CH:6]=[CH2:7].[C-:9]#[N:10].[Na+]. (8) Given the product [C:6]([N:9]1[C:17]2[C:12](=[CH:13][C:14]([Br:18])=[C:15]([S:2]([Cl:1])(=[O:5])=[O:3])[CH:16]=2)[CH2:11][CH2:10]1)(=[O:8])[CH3:7], predict the reactants needed to synthesize it. The reactants are: [Cl:1][S:2]([OH:5])(=O)=[O:3].[C:6]([N:9]1[C:17]2[C:12](=[CH:13][C:14]([Br:18])=[CH:15][CH:16]=2)[CH2:11][CH2:10]1)(=[O:8])[CH3:7]. (9) Given the product [F:29][C:30]1[CH:31]=[CH:32][C:33]([N:36]2[CH2:41][CH2:40][N:39]([C:8](=[O:10])[CH2:7][C@H:5]3[O:6][C:2]([CH3:1])([CH3:12])[O:3][C:4]3=[O:11])[CH2:38][CH2:37]2)=[CH:34][CH:35]=1, predict the reactants needed to synthesize it. The reactants are: [CH3:1][C:2]1([CH3:12])[O:6][C@H:5]([CH2:7][C:8]([OH:10])=O)[C:4](=[O:11])[O:3]1.C1C=CC2N(O)N=NC=2C=1.C(Cl)CCl.Cl.Cl.[F:29][C:30]1[CH:35]=[CH:34][C:33]([N:36]2[CH2:41][CH2:40][NH:39][CH2:38][CH2:37]2)=[CH:32][CH:31]=1.